This data is from Catalyst prediction with 721,799 reactions and 888 catalyst types from USPTO. The task is: Predict which catalyst facilitates the given reaction. (1) Reactant: [CH3:1][C:2](=O)[CH2:3][C:4](=[O:6])[CH3:5].[CH3:8][O:9][C:10]1[CH:20]=[CH:19][C:13]([CH2:14][NH:15][C:16]([NH2:18])=[S:17])=[CH:12][CH:11]=1.N1C=CC=CC=1. Product: [CH3:8][O:9][C:10]1[CH:11]=[CH:12][C:13]([CH2:14][NH:15][C:16]2[S:17][C:3]([C:4](=[O:6])[CH3:5])=[C:2]([CH3:1])[N:18]=2)=[CH:19][CH:20]=1. The catalyst class is: 5. (2) Reactant: Cl[C:2]1[N:7]=[C:6]([C:8]([OH:10])=[O:9])[CH:5]=[CH:4][C:3]=1[CH:11]1[CH2:13][CH2:12]1.[F:14][C:15]([F:22])([F:21])[C@@H:16]([OH:20])[CH2:17][CH2:18][OH:19].CC(C)([O-])C.[K+].Cl. Product: [CH:11]1([C:3]2[CH:4]=[CH:5][C:6]([C:8]([OH:10])=[O:9])=[N:7][C:2]=2[O:20][C@H:16]([C:15]([F:22])([F:21])[F:14])[CH2:17][CH2:18][OH:19])[CH2:13][CH2:12]1. The catalyst class is: 3.